Task: Predict the product of the given reaction.. Dataset: Forward reaction prediction with 1.9M reactions from USPTO patents (1976-2016) Given the reactants [S:1]([O:6]C)([O:4][CH3:5])(=[O:3])=[O:2].C([C:12]1[NH:13][CH:14]=[CH:15][N:16]=1)CCC.[CH2:17](O)[CH2:18][CH2:19][CH2:20][CH2:21][CH2:22][CH2:23][CH3:24], predict the reaction product. The product is: [CH2:5]([O:4][S:1]([O-:6])(=[O:3])=[O:2])[CH2:17][CH2:18][CH2:19][CH2:20][CH2:21][CH2:22][CH3:23].[CH2:21]([N+:16]1[CH:15]=[CH:14][N:13]([CH3:5])[CH:12]=1)[CH2:22][CH2:23][CH3:24].